Dataset: Forward reaction prediction with 1.9M reactions from USPTO patents (1976-2016). Task: Predict the product of the given reaction. (1) Given the reactants F[C:2]1[CH:3]=[C:4]([N+:8]([O-:10])=[O:9])[CH:5]=[CH:6][CH:7]=1.[NH:11]1[CH:15]=[C:14]([C:16]([O:18][CH3:19])=[O:17])[N:13]=[CH:12]1.C(=O)([O-])[O-].[K+].[K+].O, predict the reaction product. The product is: [N+:8]([C:4]1[CH:3]=[C:2]([N:11]2[CH:15]=[C:14]([C:16]([O:18][CH3:19])=[O:17])[N:13]=[CH:12]2)[CH:7]=[CH:6][CH:5]=1)([O-:10])=[O:9]. (2) Given the reactants [F:1][C:2]([F:13])([F:12])[O:3][C:4]1[CH:11]=[CH:10][C:7]([CH:8]=O)=[CH:6][CH:5]=1.C1(P(=[CH:33][CH:34]=[O:35])(C2C=CC=CC=2)C2C=CC=CC=2)C=CC=CC=1, predict the reaction product. The product is: [F:1][C:2]([F:13])([F:12])[O:3][C:4]1[CH:11]=[CH:10][C:7](/[CH:8]=[CH:33]/[CH:34]=[O:35])=[CH:6][CH:5]=1. (3) Given the reactants Br[C:2]1[CH:7]=[CH:6][C:5]([CH2:8][C:9]([NH:11][NH:12][C:13]([O:15][C:16]([CH3:19])([CH3:18])[CH3:17])=[O:14])=[O:10])=[CH:4][CH:3]=1.C(N(CC)CC)C.[C:27]([Si:29]([CH3:32])([CH3:31])[CH3:30])#[CH:28].O, predict the reaction product. The product is: [CH3:30][Si:29]([C:27]#[C:28][C:2]1[CH:7]=[CH:6][C:5]([CH2:8][C:9]([NH:11][NH:12][C:13]([O:15][C:16]([CH3:19])([CH3:18])[CH3:17])=[O:14])=[O:10])=[CH:4][CH:3]=1)([CH3:32])[CH3:31]. (4) Given the reactants [OH:1][CH2:2][CH2:3][NH:4][CH2:5][C@H:6]([C:8]1[CH:13]=[CH:12][CH:11]=[CH:10][CH:9]=1)[OH:7].[C:14](O[C:14]([O:16][C:17]([CH3:20])([CH3:19])[CH3:18])=[O:15])([O:16][C:17]([CH3:20])([CH3:19])[CH3:18])=[O:15].C(N(CC)CC)C.O, predict the reaction product. The product is: [C:17]([O:16][C:14](=[O:15])[N:4]([CH2:3][CH2:2][OH:1])[CH2:5][C@@H:6]([OH:7])[C:8]1[CH:13]=[CH:12][CH:11]=[CH:10][CH:9]=1)([CH3:20])([CH3:19])[CH3:18]. (5) Given the reactants [CH3:1][CH:2]([CH:5]=[CH2:6])[C:3]#[N:4].[CH2:7]([O:14][C:15]1[CH:20]=[C:19](I)[CH:18]=[CH:17][C:16]=1[N:22]1[S:26](=[O:28])(=[O:27])[NH:25][C:24](=[O:29])[CH2:23]1)[C:8]1[CH:13]=[CH:12][CH:11]=[CH:10][CH:9]=1.C(N(CC)CC)C, predict the reaction product. The product is: [CH2:7]([O:14][C:15]1[CH:20]=[C:19](/[CH:6]=[CH:5]/[CH:2]([CH3:1])[C:3]#[N:4])[CH:18]=[CH:17][C:16]=1[N:22]1[CH2:23][C:24](=[O:29])[NH:25][S:26]1(=[O:28])=[O:27])[C:8]1[CH:13]=[CH:12][CH:11]=[CH:10][CH:9]=1. (6) Given the reactants [CH:1]([O:4][C:5]1[CH:13]=[CH:12][C:11]([S:14]([CH3:17])(=[O:16])=[O:15])=[CH:10][C:6]=1[C:7]([OH:9])=O)([CH3:3])[CH3:2].Cl.[CH3:19][C:20]1[N:21]=[C:22]([N:29]2[CH2:34][CH2:33][NH:32][CH2:31][CH2:30]2)[S:23][C:24]=1[C:25]([F:28])([F:27])[F:26], predict the reaction product. The product is: [CH:1]([O:4][C:5]1[CH:13]=[CH:12][C:11]([S:14]([CH3:17])(=[O:16])=[O:15])=[CH:10][C:6]=1[C:7]([N:32]1[CH2:33][CH2:34][N:29]([C:22]2[S:23][C:24]([C:25]([F:28])([F:26])[F:27])=[C:20]([CH3:19])[N:21]=2)[CH2:30][CH2:31]1)=[O:9])([CH3:2])[CH3:3]. (7) Given the reactants O([C:8]1[C:17]2[C:12](=[CH:13][CH:14]=[C:15]([C:18]([F:21])([F:20])[F:19])[CH:16]=2)[CH:11]=[CH:10][N:9]=1)C1C=CC=CC=1.C([O-])(=O)C.[NH4+:26].[OH-].[Na+], predict the reaction product. The product is: [F:19][C:18]([F:21])([F:20])[C:15]1[CH:16]=[C:17]2[C:12]([CH:11]=[CH:10][N:9]=[C:8]2[NH2:26])=[CH:13][CH:14]=1. (8) Given the reactants CN(C(ON1N=NC2C=CC=NC1=2)=[N+](C)C)C.F[P-](F)(F)(F)(F)F.OC(C(F)(F)F)=O.[Cl:32][C:33]1[CH:38]=[CH:37][C:36]([CH2:39][C:40]([O:42][CH3:43])=[O:41])=[C:35]([CH2:44][N:45]2[CH2:50][CH2:49][NH:48][C@@H:47]([CH3:51])[CH2:46]2)[CH:34]=1.[C:52]1([CH2:58][C:59](O)=[O:60])[CH:57]=[CH:56][CH:55]=[CH:54][CH:53]=1.CCN(C(C)C)C(C)C, predict the reaction product. The product is: [Cl:32][C:33]1[CH:38]=[CH:37][C:36]([CH2:39][C:40]([O:42][CH3:43])=[O:41])=[C:35]([CH2:44][N:45]2[CH2:50][CH2:49][N:48]([C:59](=[O:60])[CH2:58][C:52]3[CH:57]=[CH:56][CH:55]=[CH:54][CH:53]=3)[C@@H:47]([CH3:51])[CH2:46]2)[CH:34]=1. (9) Given the reactants [CH3:1][O:2][C:3](=[O:23])[CH2:4][N:5]1[CH:9]=[C:8]([C:10]#[N:11])[C:7]([C:12]2[CH:17]=[C:16]([C:18]([F:21])([F:20])[F:19])[CH:15]=[C:14](N)[CH:13]=2)=[CH:6]1.N([O-])=O.[Na+].[I-:28].[K+], predict the reaction product. The product is: [CH3:1][O:2][C:3](=[O:23])[CH2:4][N:5]1[CH:6]=[C:7]([C:12]2[CH:17]=[C:16]([C:18]([F:21])([F:20])[F:19])[CH:15]=[C:14]([I:28])[CH:13]=2)[C:8]([C:10]#[N:11])=[CH:9]1.